The task is: Regression. Given two drug SMILES strings and cell line genomic features, predict the synergy score measuring deviation from expected non-interaction effect.. This data is from NCI-60 drug combinations with 297,098 pairs across 59 cell lines. (1) Drug 1: CN(C)N=NC1=C(NC=N1)C(=O)N. Drug 2: B(C(CC(C)C)NC(=O)C(CC1=CC=CC=C1)NC(=O)C2=NC=CN=C2)(O)O. Cell line: SF-295. Synergy scores: CSS=24.3, Synergy_ZIP=7.41, Synergy_Bliss=12.7, Synergy_Loewe=16.3, Synergy_HSA=16.2. (2) Drug 1: C1CCC(CC1)NC(=O)N(CCCl)N=O. Drug 2: CCCCC(=O)OCC(=O)C1(CC(C2=C(C1)C(=C3C(=C2O)C(=O)C4=C(C3=O)C=CC=C4OC)O)OC5CC(C(C(O5)C)O)NC(=O)C(F)(F)F)O. Cell line: SK-MEL-2. Synergy scores: CSS=18.6, Synergy_ZIP=-5.52, Synergy_Bliss=0.810, Synergy_Loewe=-0.934, Synergy_HSA=-0.453.